From a dataset of Forward reaction prediction with 1.9M reactions from USPTO patents (1976-2016). Predict the product of the given reaction. (1) Given the reactants [CH3:1][C:2]1[CH:3]=[CH:4][C:5]([N:11]2[CH:15]=[CH:14][N:13]=[N:12]2)=[C:6]([CH:10]=1)[C:7]([OH:9])=O.[CH3:16][C@@H:17]1[CH2:22][CH2:21][CH2:20][NH:19][C@@H:18]1[CH2:23][NH:24][C:25]1[CH:30]=[CH:29][C:28]([C:31]([F:34])([F:33])[F:32])=[CH:27][N:26]=1, predict the reaction product. The product is: [CH3:16][C@@H:17]1[CH2:22][CH2:21][CH2:20][N:19]([C:7]([C:6]2[CH:10]=[C:2]([CH3:1])[CH:3]=[CH:4][C:5]=2[N:11]2[CH:15]=[CH:14][N:13]=[N:12]2)=[O:9])[C@@H:18]1[CH2:23][NH:24][C:25]1[CH:30]=[CH:29][C:28]([C:31]([F:34])([F:32])[F:33])=[CH:27][N:26]=1. (2) Given the reactants [F:1][C:2]1[CH:3]=[CH:4][C:5]([O:28][CH3:29])=[C:6]([C:8]2[CH:13]=[CH:12][N:11]=[C:10]3[N:14]([S:18]([C:21]4[CH:27]=[CH:26][C:24]([CH3:25])=[CH:23][CH:22]=4)(=[O:20])=[O:19])[C:15](I)=[CH:16][C:9]=23)[CH:7]=1.CC1(C)C(C)(C)OB([C:38]2[CH2:39][N:40]([C:43]([O:45][C:46]([CH3:49])([CH3:48])[CH3:47])=[O:44])[CH2:41][CH:42]=2)O1.C(=O)([O-])[O-].[Na+].[Na+].N#N, predict the reaction product. The product is: [F:1][C:2]1[CH:3]=[CH:4][C:5]([O:28][CH3:29])=[C:6]([C:8]2[CH:13]=[CH:12][N:11]=[C:10]3[N:14]([S:18]([C:21]4[CH:27]=[CH:26][C:24]([CH3:25])=[CH:23][CH:22]=4)(=[O:20])=[O:19])[C:15]([C:42]4[CH2:41][N:40]([C:43]([O:45][C:46]([CH3:49])([CH3:48])[CH3:47])=[O:44])[CH2:39][CH:38]=4)=[CH:16][C:9]=23)[CH:7]=1. (3) Given the reactants [C:1]([O:5][C:6]([N:8]1[C:12]2[CH:13]=[CH:14][CH:15]=[CH:16][C:11]=2[N:10]=[C:9]1Cl)=[O:7])([CH3:4])([CH3:3])[CH3:2].[N:18]12[CH2:26][CH2:25][CH:22]([CH2:23][CH2:24]1)[NH:21][CH2:20][CH2:19]2.C1(P(C2C=CC=CC=2)C2C=CC3C(=CC=CC=3)C=2C2C3C(=CC=CC=3)C=CC=2P(C2C=CC=CC=2)C2C=CC=CC=2)C=CC=CC=1.CC(C)([O-])C.[Na+], predict the reaction product. The product is: [C:1]([O:5][C:6]([N:8]1[C:12]2[CH:13]=[CH:14][CH:15]=[CH:16][C:11]=2[N:10]=[C:9]1[N:21]1[CH:22]2[CH2:25][CH2:26][N:18]([CH2:24][CH2:23]2)[CH2:19][CH2:20]1)=[O:7])([CH3:4])([CH3:3])[CH3:2]. (4) Given the reactants Br[C:2]1[CH:7]=[C:6]([F:8])[CH:5]=[CH:4][C:3]=1[F:9].C([Mg]Cl)(C)C.[O:15]=[C:16]1[CH2:20][CH2:19][CH2:18][N:17]1[C:21]([O:23][C:24]([CH3:27])([CH3:26])[CH3:25])=[O:22], predict the reaction product. The product is: [F:9][C:3]1[CH:4]=[CH:5][C:6]([F:8])=[CH:7][C:2]=1[C:16](=[O:15])[CH2:20][CH2:19][CH2:18][NH:17][C:21](=[O:22])[O:23][C:24]([CH3:25])([CH3:27])[CH3:26]. (5) The product is: [ClH:1].[F:2][C:3]1[CH:12]=[C:11]2[C:6]([C:7]([O:22][CH2:23][CH2:24][CH2:25][N:26]3[CH2:27][CH2:28][CH2:29][CH2:30][CH2:31]3)=[C:8]([C:14]3[CH:19]=[CH:18][CH:17]=[C:16]([OH:20])[CH:15]=3)[NH:9][C:10]2=[O:13])=[CH:5][CH:4]=1. Given the reactants [ClH:1].[F:2][C:3]1[CH:12]=[C:11]2[C:6]([C:7]([O:22][CH2:23][CH2:24][CH2:25][N:26]3[CH2:31][CH2:30][CH2:29][CH2:28][CH2:27]3)=[C:8]([C:14]3[CH:19]=[CH:18][CH:17]=[C:16]([O:20]C)[CH:15]=3)[NH:9][C:10]2=[O:13])=[CH:5][CH:4]=1.B(Br)(Br)Br, predict the reaction product. (6) Given the reactants Cl[C:2]1[N:7]=[C:6]([N:8]([CH3:10])[CH3:9])[C:5]([CH3:11])=[CH:4][N:3]=1.Cl.[CH2:13]([O:15][C:16]([C@H:18]1[CH2:23][CH2:22][C@@H:21]([NH2:24])[CH2:20][CH2:19]1)=[O:17])[CH3:14].CCN(C(C)C)C(C)C, predict the reaction product. The product is: [CH2:13]([O:15][C:16]([C@H:18]1[CH2:23][CH2:22][C@@H:21]([NH:24][C:2]2[N:7]=[C:6]([N:8]([CH3:10])[CH3:9])[C:5]([CH3:11])=[CH:4][N:3]=2)[CH2:20][CH2:19]1)=[O:17])[CH3:14]. (7) The product is: [CH3:1][S:2]([C:5]1[CH:6]=[CH:7][C:8]([N:28]2[CH2:33][CH2:32][CH2:31][CH2:30][CH2:29]2)=[C:9]([C:11]([N:13]2[CH2:18][CH2:17][N:16]([C:19]3[N:20]=[CH:21][C:22]([NH2:25])=[CH:23][CH:24]=3)[CH2:15][CH2:14]2)=[O:12])[CH:10]=1)(=[O:4])=[O:3]. Given the reactants [CH3:1][S:2]([C:5]1[CH:6]=[CH:7][C:8]([N:28]2[CH2:33][CH2:32][CH2:31][CH2:30][CH2:29]2)=[C:9]([C:11]([N:13]2[CH2:18][CH2:17][N:16]([C:19]3[CH:24]=[CH:23][C:22]([N+:25]([O-])=O)=[CH:21][N:20]=3)[CH2:15][CH2:14]2)=[O:12])[CH:10]=1)(=[O:4])=[O:3], predict the reaction product. (8) Given the reactants [Br:1][C:2]1[N:7]2[CH:8]=[CH:9][N:10]=[C:6]2[C:5](Br)=[N:4][CH:3]=1.[CH3:12][S:13]([C:16]1[CH:22]=[CH:21][C:19]([NH2:20])=[CH:18][CH:17]=1)(=[O:15])=[O:14], predict the reaction product. The product is: [Br:1][C:2]1[N:7]2[CH:8]=[CH:9][N:10]=[C:6]2[C:5]([NH:20][C:19]2[CH:18]=[CH:17][C:16]([S:13]([CH3:12])(=[O:15])=[O:14])=[CH:22][CH:21]=2)=[N:4][CH:3]=1.